The task is: Predict the product of the given reaction.. This data is from Forward reaction prediction with 1.9M reactions from USPTO patents (1976-2016). (1) Given the reactants Cl[C:2]1[C:11]2[C:6](=[CH:7][C:8]([O:12][CH3:13])=[CH:9][CH:10]=2)[CH:5]=[C:4]([NH:14][C:15]2[CH:19]=[C:18]([CH3:20])[NH:17][N:16]=2)[N:3]=1, predict the reaction product. The product is: [CH:8]([O:12][C:2]1[C:11]2[C:6](=[CH:7][C:8]([O:12][CH3:13])=[CH:9][CH:10]=2)[CH:5]=[C:4]([NH:14][C:15]2[CH:19]=[C:18]([CH3:20])[NH:17][N:16]=2)[N:3]=1)([CH3:9])[CH3:7]. (2) Given the reactants [CH3:1][C:2]1[CH:3]=[C:4]([NH:8][C:9]2[S:10][CH:11]=[C:12]([C:14]3[CH:19]=[CH:18][N:17]=[C:16]([C:20]#[C:21][CH2:22][OH:23])[CH:15]=3)[N:13]=2)[CH:5]=[CH:6][CH:7]=1, predict the reaction product. The product is: [CH3:1][C:2]1[CH:3]=[C:4]([NH:8][C:9]2[S:10][CH:11]=[C:12]([C:14]3[CH:19]=[CH:18][N:17]=[C:16]([CH2:20][CH2:21][CH2:22][OH:23])[CH:15]=3)[N:13]=2)[CH:5]=[CH:6][CH:7]=1.